From a dataset of Peptide-MHC class I binding affinity with 185,985 pairs from IEDB/IMGT. Regression. Given a peptide amino acid sequence and an MHC pseudo amino acid sequence, predict their binding affinity value. This is MHC class I binding data. (1) The MHC is HLA-A02:02 with pseudo-sequence HLA-A02:02. The peptide sequence is FLATAGSAM. The binding affinity (normalized) is 0.802. (2) The peptide sequence is STSTWVTYGT. The MHC is HLA-A68:02 with pseudo-sequence HLA-A68:02. The binding affinity (normalized) is 0.604. (3) The peptide sequence is NHDGIQAGV. The MHC is HLA-B57:01 with pseudo-sequence HLA-B57:01. The binding affinity (normalized) is 0.0847. (4) The peptide sequence is EPLSPDTCL. The MHC is HLA-B35:01 with pseudo-sequence HLA-B35:01. The binding affinity (normalized) is 0.422.